Dataset: Forward reaction prediction with 1.9M reactions from USPTO patents (1976-2016). Task: Predict the product of the given reaction. Given the reactants C(OC([N:8]1[CH2:13][CH2:12][N:11]([C:14]2[C:15]3[C:30]([O:31][CH3:32])=[CH:29][N:28]=[CH:27][C:16]=3[N:17]=[C:18]([C:20]3[CH:25]=[CH:24][N:23]=[C:22](Cl)[CH:21]=3)[N:19]=2)[CH2:10][C@@H:9]1[CH2:33][OH:34])=O)(C)(C)C.[NH2:35][C:36]1[CH:41]=[CH:40][CH:39]=[CH:38][CH:37]=1, predict the reaction product. The product is: [CH3:32][O:31][C:30]1[C:15]2[C:14]([N:11]3[CH2:12][CH2:13][NH:8][C@@H:9]([CH2:33][OH:34])[CH2:10]3)=[N:19][C:18]([C:20]3[CH:25]=[CH:24][N:23]=[C:22]([NH:35][C:36]4[CH:41]=[CH:40][CH:39]=[CH:38][CH:37]=4)[CH:21]=3)=[N:17][C:16]=2[CH:27]=[N:28][CH:29]=1.